From a dataset of Peptide-MHC class II binding affinity with 134,281 pairs from IEDB. Regression. Given a peptide amino acid sequence and an MHC pseudo amino acid sequence, predict their binding affinity value. This is MHC class II binding data. (1) The peptide sequence is LFDVIPVSYTSSDDQ. The MHC is DRB1_0101 with pseudo-sequence DRB1_0101. The binding affinity (normalized) is 0.464. (2) The peptide sequence is KCIEWAKAQHGA. The MHC is DRB1_0101 with pseudo-sequence DRB1_0101. The binding affinity (normalized) is 0.780. (3) The peptide sequence is VGQMLMLVNDRLLDI. The MHC is H-2-IAb with pseudo-sequence H-2-IAb. The binding affinity (normalized) is 0.0262. (4) The peptide sequence is SCWAFSGVAATESAY. The MHC is HLA-DPA10103-DPB10201 with pseudo-sequence HLA-DPA10103-DPB10201. The binding affinity (normalized) is 0.167. (5) The peptide sequence is VLAKSPDTTCSEIEE. The MHC is DRB1_1501 with pseudo-sequence DRB1_1501. The binding affinity (normalized) is 0.535.